Task: Predict the reaction yield, written as a fraction of the theoretical maximum amount of product (1.0 means a 100% yield; for example, 0.34 means a 34% yield).. Dataset: Reaction yield outcomes from USPTO patents with 853,638 reactions (1) The reactants are [F:1][C:2]1[CH:3]=[CH:4][C:5]([N+:11]([O-:13])=[O:12])=[C:6]([CH:10]=1)[C:7]([OH:9])=O.[NH2:14][C:15]1[CH:20]=[CH:19][C:18]([Cl:21])=[CH:17][N:16]=1.P(Cl)(Cl)(Cl)=O. The catalyst is N1C=CC=CC=1. The product is [Cl:21][C:18]1[CH:19]=[CH:20][C:15]([NH:14][C:7]([C:6]2[CH:10]=[C:2]([F:1])[CH:3]=[CH:4][C:5]=2[N+:11]([O-:13])=[O:12])=[O:9])=[N:16][CH:17]=1. The yield is 0.720. (2) The reactants are Cl.[Cl:2][C:3]1[C:11]([CH3:12])=[N:10][C:9]2[N:5]([N:6]=[C:7]3[C:15]([CH3:17])([CH3:16])[N:14]([C:18]([C:20]4[CH:25]=[CH:24][CH:23]=[CH:22][C:21]=4[O:26][CH:27]4[CH2:32][CH2:31][NH:30][CH2:29][CH2:28]4)=[O:19])[CH2:13][C:8]3=2)[C:4]=1[CH3:33].C=O.[C:36](O[BH-](OC(=O)C)OC(=O)C)(=O)C.[Na+].CC(O)=O.[OH-].[Na+]. The catalyst is ClCCCl. The product is [Cl:2][C:3]1[C:11]([CH3:12])=[N:10][C:9]2[N:5]([N:6]=[C:7]3[C:15]([CH3:16])([CH3:17])[N:14]([C:18]([C:20]4[CH:25]=[CH:24][CH:23]=[CH:22][C:21]=4[O:26][CH:27]4[CH2:28][CH2:29][N:30]([CH3:36])[CH2:31][CH2:32]4)=[O:19])[CH2:13][C:8]3=2)[C:4]=1[CH3:33]. The yield is 0.800. (3) The reactants are [Cl:1][C:2]([Cl:35])([Cl:34])[CH2:3][O:4][C:5](=[O:33])[NH:6][C:7]1[CH:12]=[CH:11][C:10]([S:13][C:14]2[CH:19]=[CH:18][C:17]([C:20](=[O:29])[NH:21][C:22]3[CH:27]=[CH:26][C:25]([Br:28])=[CH:24][CH:23]=3)=[CH:16][C:15]=2[N+:30]([O-])=O)=[CH:9][CH:8]=1.[Cl-].[NH4+].O1CCCC1.O. The catalyst is C(O)C.[Fe]. The product is [Cl:35][C:2]([Cl:1])([Cl:34])[CH2:3][O:4][C:5](=[O:33])[NH:6][C:7]1[CH:12]=[CH:11][C:10]([S:13][C:14]2[CH:19]=[CH:18][C:17]([C:20](=[O:29])[NH:21][C:22]3[CH:27]=[CH:26][C:25]([Br:28])=[CH:24][CH:23]=3)=[CH:16][C:15]=2[NH2:30])=[CH:9][CH:8]=1. The yield is 0.950. (4) The reactants are [CH3:1][C:2]1[CH:11]=[CH:10][CH:9]=[C:8]2[C:3]=1[C:4](=[O:40])[N:5]([C:32]1[CH:33]=[C:34]([CH:37]=[CH:38][CH:39]=1)[C:35]#[N:36])[C:6]([CH:12]([NH:14][C:15]1[N:23]=[CH:22][N:21]=[C:20]3[C:16]=1[N:17]=[CH:18][N:19]3[CH2:24][O:25][CH2:26][CH2:27][Si:28]([CH3:31])([CH3:30])[CH3:29])[CH3:13])=[N:7]2.C(N(CC)[OH:44])C. The catalyst is C(Cl)Cl. The product is [CH3:1][C:2]1[CH:11]=[CH:10][CH:9]=[C:8]2[C:3]=1[C:4](=[O:40])[N:5]([C:32]1[CH:33]=[C:34]([CH:37]=[CH:38][CH:39]=1)[C:35]([NH2:36])=[O:44])[C:6]([CH:12]([NH:14][C:15]1[N:23]=[CH:22][N:21]=[C:20]3[C:16]=1[N:17]=[CH:18][N:19]3[CH2:24][O:25][CH2:26][CH2:27][Si:28]([CH3:29])([CH3:30])[CH3:31])[CH3:13])=[N:7]2. The yield is 0.970.